From a dataset of Catalyst prediction with 721,799 reactions and 888 catalyst types from USPTO. Predict which catalyst facilitates the given reaction. Reactant: [NH2:1][C:2]1[S:12][C:5]2[CH2:6][O:7][C:8]([CH3:11])([CH3:10])[CH2:9][C:4]=2[C:3]=1[C:13]([O:15][C:16]([CH3:19])([CH3:18])[CH3:17])=[O:14].[F:20][C:21]1[CH:31]=[CH:30][C:24]([C:25]([N:27]=[C:28]=[S:29])=[O:26])=[CH:23][CH:22]=1. Product: [F:20][C:21]1[CH:31]=[CH:30][C:24]([C:25]([NH:27][C:28](=[S:29])[NH:1][C:2]2[S:12][C:5]3[CH2:6][O:7][C:8]([CH3:11])([CH3:10])[CH2:9][C:4]=3[C:3]=2[C:13]([O:15][C:16]([CH3:19])([CH3:18])[CH3:17])=[O:14])=[O:26])=[CH:23][CH:22]=1. The catalyst class is: 1.